From a dataset of Catalyst prediction with 721,799 reactions and 888 catalyst types from USPTO. Predict which catalyst facilitates the given reaction. (1) Reactant: [Cl:1][C:2]1[NH:10][C:9]2[C:8](=[O:11])[NH:7][C:6](=[O:12])[N:5]([CH3:13])[C:4]=2[N:3]=1.C(=O)([O-])[O-].[K+].[K+].[CH2:20](Br)[CH:21]=[CH2:22]. Product: [CH2:22]([N:10]1[C:9]2[C:8](=[O:11])[NH:7][C:6](=[O:12])[N:5]([CH3:13])[C:4]=2[N:3]=[C:2]1[Cl:1])[CH:21]=[CH2:20]. The catalyst class is: 288. (2) The catalyst class is: 4. Product: [CH3:1][NH:3][S:12]([C:15]1[CH:23]=[CH:22][C:18]([C:19]([OH:21])=[O:20])=[CH:17][CH:16]=1)(=[O:14])=[O:13]. Reactant: [CH2:1]([N:3](CC)CC)C.Cl.CN.Cl[S:12]([C:15]1[CH:23]=[CH:22][C:18]([C:19]([OH:21])=[O:20])=[CH:17][CH:16]=1)(=[O:14])=[O:13]. (3) Reactant: [C:1]([O:5][C:6]([NH:8][CH2:9][C:10]1[CH:18]=[CH:17][C:13]([C:14]([OH:16])=O)=[CH:12][CH:11]=1)=[O:7])([CH3:4])([CH3:3])[CH3:2].[C:19]1([NH2:26])[CH:24]=[CH:23][CH:22]=[CH:21][C:20]=1[NH2:25].CCN=C=NCCCN(C)C.C1C=CC2N(O)N=NC=2C=1. Product: [C:1]([O:5][C:6](=[O:7])[NH:8][CH2:9][C:10]1[CH:11]=[CH:12][C:13]([C:14](=[O:16])[NH:25][C:20]2[CH:21]=[CH:22][CH:23]=[CH:24][C:19]=2[NH2:26])=[CH:17][CH:18]=1)([CH3:2])([CH3:3])[CH3:4]. The catalyst class is: 3. (4) Reactant: [CH3:1][C:2]1[CH:3]=[C:4](N)[CH:5]=[CH:6][C:7]=1[N+:8]([O-:10])=[O:9].[BrH:12].N([O-])=O.[Na+]. Product: [Br:12][C:4]1[CH:5]=[CH:6][C:7]([N+:8]([O-:10])=[O:9])=[C:2]([CH3:1])[CH:3]=1. The catalyst class is: 95. (5) Reactant: [Cl:1][C:2]1[CH:3]=[CH:4][C:5]([CH2:8][O:9][C:10]2[CH:15]=[CH:14][NH:13][C:12](=[O:16])[CH:11]=2)=[N:6][CH:7]=1.Br[C:18]1[CH:19]=[CH:20][C:21]([N:24]2[CH2:28][CH2:27][CH:26]([N:29]3[CH2:34][CH2:33][O:32][CH2:31][CH2:30]3)[CH2:25]2)=[N:22][CH:23]=1.[C@@H]1(N)CCCC[C@H]1N.C([O-])([O-])=O.[K+].[K+]. Product: [Cl:1][C:2]1[CH:3]=[CH:4][C:5]([CH2:8][O:9][C:10]2[CH:15]=[CH:14][N:13]([C:18]3[CH:23]=[N:22][C:21]([N:24]4[CH2:28][CH2:27][CH:26]([N:29]5[CH2:34][CH2:33][O:32][CH2:31][CH2:30]5)[CH2:25]4)=[CH:20][CH:19]=3)[C:12](=[O:16])[CH:11]=2)=[N:6][CH:7]=1. The catalyst class is: 185. (6) Reactant: [O:1]=[C:2]1[N:6]([C:7]2[CH:16]=[C:15]3[C:10]([CH:11]=[C:12]([C:18]4[CH:23]=[CH:22][CH:21]=[CH:20][C:19]=4[C:24]([F:27])([F:26])[F:25])[NH:13][C:14]3=[O:17])=[CH:9][CH:8]=2)[CH2:5][CH:4]([C:28]([OH:30])=O)[O:3]1.[NH4+].[OH-].[Cl-].COC1N=C(OC)N=C([N+]2(C)CCOCC2)[N:37]=1.O. Product: [O:1]=[C:2]1[N:6]([C:7]2[CH:16]=[C:15]3[C:10]([CH:11]=[C:12]([C:18]4[CH:23]=[CH:22][CH:21]=[CH:20][C:19]=4[C:24]([F:25])([F:26])[F:27])[NH:13][C:14]3=[O:17])=[CH:9][CH:8]=2)[CH2:5][CH:4]([C:28]([NH2:37])=[O:30])[O:3]1. The catalyst class is: 32. (7) Reactant: [Cl:1][C:2]1[CH:3]=[C:4]([CH:7]=[C:8]([C:10]([C:12]2[NH:13][C:14](=[O:22])[NH:15][C:16](=[O:21])[C:17]=2[CH:18]([CH3:20])[CH3:19])=[O:11])[CH:9]=1)[C:5]#[N:6].C(=O)([O-])[O-].[K+].[K+].[I-].[Li+].Cl[CH2:32][C:33]1[CH:38]=[CH:37][N:36]=[C:35]([N:39]2[C:47](=[O:48])[C:46]3[C:41](=[CH:42][CH:43]=[CH:44][CH:45]=3)[C:40]2=[O:49])[CH:34]=1. Product: [Cl:1][C:2]1[CH:3]=[C:4]([CH:7]=[C:8]([C:10]([C:12]2[N:13]([CH2:32][C:33]3[CH:38]=[CH:37][N:36]=[C:35]([N:39]4[C:40](=[O:49])[C:41]5[C:46](=[CH:45][CH:44]=[CH:43][CH:42]=5)[C:47]4=[O:48])[CH:34]=3)[C:14](=[O:22])[NH:15][C:16](=[O:21])[C:17]=2[CH:18]([CH3:20])[CH3:19])=[O:11])[CH:9]=1)[C:5]#[N:6]. The catalyst class is: 3.